Task: Predict the product of the given reaction.. Dataset: Forward reaction prediction with 1.9M reactions from USPTO patents (1976-2016) (1) Given the reactants CC(C)=O.[N-:5]=[N+:6]=[N-:7].[Na+].Br[CH2:10][C:11]([O:13][CH2:14][CH3:15])=[O:12], predict the reaction product. The product is: [N:5]([CH2:10][C:11]([O:13][CH2:14][CH3:15])=[O:12])=[N+:6]=[N-:7]. (2) Given the reactants [Cl:1][C:2]1[CH:27]=[CH:26][C:5]2[C:6](=[O:25])[N:7]=[C:8]([C:10]3[N:15]=[C:14]([CH2:16][CH2:17][C:18]([OH:20])=[O:19])[CH:13]=[C:12]([S:21]([CH3:24])(=[O:23])=[O:22])[CH:11]=3)[S:9][C:4]=2[CH:3]=1.[CH3:28][C:29]1[O:33][C:32](=[O:34])[O:31][C:30]=1[CH2:35]O.C1C=CC2N(O)N=NC=2C=1.O.CCN=C=NCCCN(C)C, predict the reaction product. The product is: [Cl:1][C:2]1[CH:27]=[CH:26][C:5]2[C:6](=[O:25])[N:7]=[C:8]([C:10]3[N:15]=[C:14]([CH2:16][CH2:17][C:18]([O:20][CH2:35][C:30]4[O:31][C:32](=[O:34])[O:33][C:29]=4[CH3:28])=[O:19])[CH:13]=[C:12]([S:21]([CH3:24])(=[O:22])=[O:23])[CH:11]=3)[S:9][C:4]=2[CH:3]=1. (3) The product is: [C:16]([C:17]1[CH:24]=[CH:23][C:20]([CH2:21][NH:22][C:10](=[O:12])[CH:9]([C:3]2[CH:4]=[CH:5][C:6]([OH:8])=[CH:7][C:2]=2[F:1])[O:13][CH3:14])=[CH:19][CH:18]=1)#[N:15]. Given the reactants [F:1][C:2]1[CH:7]=[C:6]([OH:8])[CH:5]=[CH:4][C:3]=1[CH:9]([O:13][CH3:14])[C:10]([OH:12])=O.[NH2:15][CH2:16][C:17]1[CH:24]=[CH:23][C:20]([C:21]#[N:22])=[CH:19][CH:18]=1, predict the reaction product.